Dataset: Full USPTO retrosynthesis dataset with 1.9M reactions from patents (1976-2016). Task: Predict the reactants needed to synthesize the given product. (1) Given the product [C:14]([CH:4]1[O:3][C:2]([CH3:20])([CH3:1])[O:7][CH:6]([CH2:8][C:9]([OH:11])=[O:10])[CH2:5]1)#[CH:15], predict the reactants needed to synthesize it. The reactants are: [CH3:1][C:2]1([CH3:20])[O:7][CH:6]([CH2:8][C:9]([O:11]CC)=[O:10])[CH2:5][CH:4]([C:14]#[C:15][Si](C)(C)C)[O:3]1.[OH-].[Na+]. (2) Given the product [NH2:1][C:4]1[CH:5]=[C:6]([NH:18][C:19](=[O:30])[C:20]2[CH:25]=[CH:24][CH:23]=[C:22]([C:26]([F:29])([F:27])[F:28])[CH:21]=2)[CH:7]=[CH:8][C:9]=1[S:10][C:11]1[CH:12]=[CH:13][C:14]([CH3:17])=[CH:15][CH:16]=1, predict the reactants needed to synthesize it. The reactants are: [N+:1]([C:4]1[CH:5]=[C:6]([NH:18][C:19](=[O:30])[C:20]2[CH:25]=[CH:24][CH:23]=[C:22]([C:26]([F:29])([F:28])[F:27])[CH:21]=2)[CH:7]=[CH:8][C:9]=1[S:10][C:11]1[CH:16]=[CH:15][C:14]([CH3:17])=[CH:13][CH:12]=1)([O-])=O.[NH4+].[Cl-]. (3) Given the product [C@@H:11]1([O:34][C@@H:35]2[C@@H:40]([CH2:41][OH:42])[O:39][C@H:38]([O:50][C@@H:51]3[C@@H:80]([OH:81])[C@H:79]([OH:89])[C@@H:78]([CH2:97][OH:98])[O:77][C@@H:52]3[O:53][CH2:54][CH2:55][CH2:56][CH2:57][CH2:58][NH2:59])[C@H:37]([OH:106])[C@H:36]2[OH:114])[O:12][C@H:13]([CH2:25][OH:26])[C@@H:14]([OH:17])[C@H:15]([OH:16])[C@H:10]1[OH:9], predict the reactants needed to synthesize it. The reactants are: C([O:9][C@@H:10]1[C@@H:15]([OH:16])[C@H:14]([O:17]CC2C=CC=CC=2)[C@@H:13]([CH2:25][O:26]CC2C=CC=CC=2)[O:12][C@H:11]1[O:34][C@@H:35]1[C@@H:40]([CH2:41][O:42]CC2C=CC=CC=2)[O:39][C@H:38]([O:50][C@@H:51]2[C@@H:80]([O:81]CC3C=CC=CC=3)[C@H:79]([O:89]CC3C=CC=CC=3)[C@@H:78]([CH2:97][O:98]CC3C=CC=CC=3)[O:77][C@@H:52]2[O:53][CH2:54][CH2:55][CH2:56][CH2:57][CH:58](C(OCC2C=CC=CC=2)=O)[NH:59]CC2C=CC=CC=2)[C@H:37]([O:106]CC2C=CC=CC=2)[C@H:36]1[OH:114])(=O)C1C=CC=CC=1.